From a dataset of NCI-60 drug combinations with 297,098 pairs across 59 cell lines. Regression. Given two drug SMILES strings and cell line genomic features, predict the synergy score measuring deviation from expected non-interaction effect. (1) Drug 1: COC1=NC(=NC2=C1N=CN2C3C(C(C(O3)CO)O)O)N. Cell line: ACHN. Drug 2: CC(C)CN1C=NC2=C1C3=CC=CC=C3N=C2N. Synergy scores: CSS=-0.0825, Synergy_ZIP=0.485, Synergy_Bliss=2.56, Synergy_Loewe=0.281, Synergy_HSA=0.466. (2) Drug 1: C1=CC(=CC=C1CCCC(=O)O)N(CCCl)CCCl. Drug 2: CCC(=C(C1=CC=CC=C1)C2=CC=C(C=C2)OCCN(C)C)C3=CC=CC=C3.C(C(=O)O)C(CC(=O)O)(C(=O)O)O. Cell line: SR. Synergy scores: CSS=33.0, Synergy_ZIP=-7.80, Synergy_Bliss=-14.9, Synergy_Loewe=-19.3, Synergy_HSA=-13.8. (3) Drug 1: C1CC(=O)NC(=O)C1N2CC3=C(C2=O)C=CC=C3N. Drug 2: CNC(=O)C1=NC=CC(=C1)OC2=CC=C(C=C2)NC(=O)NC3=CC(=C(C=C3)Cl)C(F)(F)F. Cell line: OVCAR-8. Synergy scores: CSS=28.7, Synergy_ZIP=2.65, Synergy_Bliss=-1.36, Synergy_Loewe=-8.97, Synergy_HSA=-0.522. (4) Drug 1: C1=CC(=CC=C1C#N)C(C2=CC=C(C=C2)C#N)N3C=NC=N3. Drug 2: B(C(CC(C)C)NC(=O)C(CC1=CC=CC=C1)NC(=O)C2=NC=CN=C2)(O)O. Cell line: HCC-2998. Synergy scores: CSS=35.7, Synergy_ZIP=3.81, Synergy_Bliss=0.127, Synergy_Loewe=-25.7, Synergy_HSA=-9.18. (5) Synergy scores: CSS=44.9, Synergy_ZIP=-6.72, Synergy_Bliss=-6.32, Synergy_Loewe=-0.217, Synergy_HSA=0.778. Drug 2: CC1C(C(CC(O1)OC2CC(CC3=C2C(=C4C(=C3O)C(=O)C5=CC=CC=C5C4=O)O)(C(=O)C)O)N)O. Drug 1: C1=NC2=C(N1)C(=S)N=CN2. Cell line: HOP-92. (6) Drug 1: CCC1(CC2CC(C3=C(CCN(C2)C1)C4=CC=CC=C4N3)(C5=C(C=C6C(=C5)C78CCN9C7C(C=CC9)(C(C(C8N6C=O)(C(=O)OC)O)OC(=O)C)CC)OC)C(=O)OC)O.OS(=O)(=O)O. Drug 2: CC1=C(C(CCC1)(C)C)C=CC(=CC=CC(=CC(=O)O)C)C. Cell line: RXF 393. Synergy scores: CSS=16.3, Synergy_ZIP=-6.36, Synergy_Bliss=-2.05, Synergy_Loewe=-17.4, Synergy_HSA=1.15.